This data is from Reaction yield outcomes from USPTO patents with 853,638 reactions. The task is: Predict the reaction yield, written as a fraction of the theoretical maximum amount of product (1.0 means a 100% yield; for example, 0.34 means a 34% yield). The reactants are [Si]([O:8][CH2:9][C@H:10]1[N:15]([C:16](=[O:20])[C@H:17]([Cl:19])[CH3:18])[CH2:14][C@H:13]([C:21]([O:23][CH3:24])=[O:22])[CH2:12][CH2:11]1)(C(C)(C)C)(C)C.[F-].C([N+](CCCC)(CCCC)CCCC)CCC.O. The catalyst is C1COCC1. The product is [Cl:19][C@H:17]([CH3:18])[C:16]([N:15]1[C@H:10]([CH2:9][OH:8])[CH2:11][CH2:12][C@@H:13]([C:21]([O:23][CH3:24])=[O:22])[CH2:14]1)=[O:20]. The yield is 0.577.